From a dataset of Forward reaction prediction with 1.9M reactions from USPTO patents (1976-2016). Predict the product of the given reaction. (1) The product is: [CH2:2]([O:4][C:5](=[O:18])[C@H:6]([CH2:8][C:9]1[CH:14]=[CH:13][C:12]([N+:15]([O-:17])=[O:16])=[CH:11][CH:10]=1)[NH2:7])[CH3:3]. Given the reactants Cl.[CH2:2]([O:4][C:5](=[O:18])[C@H:6]([CH2:8][C:9]1[CH:14]=[CH:13][C:12]([N+:15]([O-:17])=[O:16])=[CH:11][CH:10]=1)[NH2:7])[CH3:3].[OH-].[Na+], predict the reaction product. (2) Given the reactants [F:1][C:2]([F:12])([F:11])[CH:3](O)[C:4]1[CH:9]=[CH:8][CH:7]=[CH:6][CH:5]=1.[N:13]1[C:18](C)=[CH:17][CH:16]=[CH:15][C:14]=1[CH3:20].F[C:22](F)(F)C(OC(=O)C(F)(F)F)=O.Cl[C:35]1[CH:36]=[CH:37][C:38]2[N:39]([C:41]([C:44]([F:47])([F:46])[F:45])=[N:42][N:43]=2)N=1.C([O-])([O-])=O.[K+].[K+], predict the reaction product. The product is: [F:1][C:2]([F:12])([F:11])[CH:3]([NH:13][C:18]1[CH:20]=[CH:14][C:15]([C:35]2[CH:36]=[CH:37][C:38]3[N:39]([C:41]([C:44]([F:47])([F:46])[F:45])=[N:42][N:43]=3)[CH:22]=2)=[CH:16][CH:17]=1)[C:4]1[CH:9]=[CH:8][CH:7]=[CH:6][CH:5]=1. (3) Given the reactants [Cl:1][C:2]1[CH:29]=[CH:28][C:5]([O:6][C:7]2[CH:12]=[CH:11][C:10]([C:13]([OH:23])([CH:20]([CH3:22])[CH3:21])[CH2:14][N:15]3[CH:19]=[N:18][CH:17]=[N:16]3)=[C:9]([C:24]([F:27])([F:26])[F:25])[CH:8]=2)=[CH:4][CH:3]=1.[H-].[Na+].[CH3:32]I.[Cl-].[Na+], predict the reaction product. The product is: [Cl:1][C:2]1[CH:3]=[CH:4][C:5]([O:6][C:7]2[CH:12]=[CH:11][C:10]([C:13]([O:23][CH3:32])([CH:20]([CH3:22])[CH3:21])[CH2:14][N:15]3[CH:19]=[N:18][CH:17]=[N:16]3)=[C:9]([C:24]([F:27])([F:25])[F:26])[CH:8]=2)=[CH:28][CH:29]=1. (4) The product is: [CH3:25][C:26]1([NH:30][C:21]([C:17]2[N:18]([CH3:20])[N:19]=[C:15]([NH:14][CH2:13][C:12]3[C:8]([C:5]4[CH:4]=[CH:3][C:2]([F:1])=[CH:7][CH:6]=4)=[N:9][O:10][C:11]=3[CH3:24])[CH:16]=2)=[O:23])[CH2:29][O:28][CH2:27]1. Given the reactants [F:1][C:2]1[CH:7]=[CH:6][C:5]([C:8]2[C:12]([CH2:13][NH:14][C:15]3[CH:16]=[C:17]([C:21]([OH:23])=O)[N:18]([CH3:20])[N:19]=3)=[C:11]([CH3:24])[O:10][N:9]=2)=[CH:4][CH:3]=1.[CH3:25][C:26]1([NH2:30])[CH2:29][O:28][CH2:27]1, predict the reaction product. (5) Given the reactants C([O:3][C:4](=[O:36])[CH2:5][CH2:6][CH2:7][NH:8][C:9]([C:11]1[C:12]([OH:35])=[C:13]2[C:18](=[CH:19][N:20]=1)[N:17]([CH2:21][CH:22]1[CH2:27][CH2:26][CH2:25][CH2:24][CH2:23]1)[C:16](=[O:28])[C:15]([C:29]1[CH:34]=[CH:33][CH:32]=[CH:31][CH:30]=1)=[CH:14]2)=[O:10])C.[OH-].[Na+].CO.C1COCC1, predict the reaction product. The product is: [CH:22]1([CH2:21][N:17]2[C:18]3[C:13](=[C:12]([OH:35])[C:11]([C:9]([NH:8][CH2:7][CH2:6][CH2:5][C:4]([OH:36])=[O:3])=[O:10])=[N:20][CH:19]=3)[CH:14]=[C:15]([C:29]3[CH:30]=[CH:31][CH:32]=[CH:33][CH:34]=3)[C:16]2=[O:28])[CH2:23][CH2:24][CH2:25][CH2:26][CH2:27]1. (6) Given the reactants C([Mg]Cl)(C)C.[Cl-].[Li+].[S:8]1[CH:12]=[CH:11][N:10]=[CH:9]1.[O:13]=[C:14]1[CH2:19][CH2:18][CH:17]([C:20]([O:22][C:23]([CH3:26])([CH3:25])[CH3:24])=[O:21])[CH2:16][CH2:15]1, predict the reaction product. The product is: [OH:13][C:14]1([C:9]2[S:8][CH:12]=[CH:11][N:10]=2)[CH2:15][CH2:16][CH:17]([C:20]([O:22][C:23]([CH3:26])([CH3:25])[CH3:24])=[O:21])[CH2:18][CH2:19]1.